This data is from Catalyst prediction with 721,799 reactions and 888 catalyst types from USPTO. The task is: Predict which catalyst facilitates the given reaction. (1) Reactant: CN(C)[CH:3]=[CH:4][C:5]([C:7]1[C:12](=[O:13])[C:11]([O:14][CH3:15])=[CH:10][N:9]([C:16]2[CH:21]=[CH:20][C:19]([N:22]3[CH:26]=[CH:25][CH:24]=[N:23]3)=[CH:18][C:17]=2[O:27][CH3:28])[N:8]=1)=O.[F:30][C:31]([F:41])([F:40])[C:32]1[CH:33]=[C:34]([NH:38][NH2:39])[CH:35]=[CH:36][CH:37]=1.FC(F)(F)C(O)=O. Product: [CH3:15][O:14][C:11]1[C:12](=[O:13])[C:7]([C:5]2[N:38]([C:34]3[CH:35]=[CH:36][CH:37]=[C:32]([C:31]([F:40])([F:41])[F:30])[CH:33]=3)[N:39]=[CH:3][CH:4]=2)=[N:8][N:9]([C:16]2[CH:21]=[CH:20][C:19]([N:22]3[CH:26]=[CH:25][CH:24]=[N:23]3)=[CH:18][C:17]=2[O:27][CH3:28])[CH:10]=1. The catalyst class is: 8. (2) Reactant: [CH:1]([C:4]1[C:8]([CH2:9][CH2:10][CH2:11][OH:12])=[CH:7][N:6]([C:13]2[CH:18]=[CH:17][C:16]([C:19]([F:22])([F:21])[F:20])=[CH:15][N:14]=2)[N:5]=1)([CH3:3])[CH3:2].[CH2:23]([N:25]1[CH:29]=[C:28]([CH2:30][C:31]([O:33]C)=[O:32])[C:27](O)=[N:26]1)[CH3:24].C(P(CCCC)CCCC)CCC.N(C(N1CCCCC1)=O)=NC(N1CCCCC1)=O. Product: [CH2:23]([N:25]1[CH:29]=[C:28]([CH2:30][C:31]([OH:33])=[O:32])[C:27]([O:12][CH2:11][CH2:10][CH2:9][C:8]2[C:4]([CH:1]([CH3:3])[CH3:2])=[N:5][N:6]([C:13]3[CH:18]=[CH:17][C:16]([C:19]([F:21])([F:20])[F:22])=[CH:15][N:14]=3)[CH:7]=2)=[N:26]1)[CH3:24]. The catalyst class is: 7. (3) Reactant: [Cl:1][CH2:2][CH2:3][N:4]([P:8]([N:24]([CH2:28][CH2:29][Cl:30])[CH2:25][CH2:26][Cl:27])([O:10][CH2:11][CH2:12][S:13][CH2:14][C:15]1[CH:20]=[CH:19][C:18]([C:21](O)=[O:22])=[CH:17][CH:16]=1)=[O:9])[CH2:5][CH2:6][Cl:7].C(N(C(C)C)CC)(C)C.[CH2:40]([O:42][C:43](=[O:46])[CH2:44][NH2:45])[CH3:41].CN(C(ON1N=NC2C=CC=CC1=2)=[N+](C)C)C.F[P-](F)(F)(F)(F)F. Product: [Cl:27][CH2:26][CH2:25][N:24]([P:8]([N:4]([CH2:3][CH2:2][Cl:1])[CH2:5][CH2:6][Cl:7])([O:10][CH2:11][CH2:12][S:13][CH2:14][C:15]1[CH:20]=[CH:19][C:18]([C:21]([NH:45][CH2:44][C:43]([O:42][CH2:40][CH3:41])=[O:46])=[O:22])=[CH:17][CH:16]=1)=[O:9])[CH2:28][CH2:29][Cl:30]. The catalyst class is: 120. (4) Reactant: [F:1][C:2]1[CH:3]=[C:4]([CH:8]=[CH:9][CH:10]=1)[C:5](O)=[O:6].CCN=C=NCCCN(C)C.Cl.[CH3:23][NH:24][O:25][CH3:26].Cl. Product: [F:1][C:2]1[CH:3]=[C:4]([CH:8]=[CH:9][CH:10]=1)[C:5]([N:24]([O:25][CH3:26])[CH3:23])=[O:6]. The catalyst class is: 34. (5) Reactant: O.[NH2:2][NH2:3].Cl[C:5]1[N:6]=[C:7]2[CH:28]=[C:27]([Cl:29])[CH:26]=[N:25][C:8]2=[N:9][C:10]=1[N:11]1[CH2:17][CH2:16][CH2:15][N:14]([C:18]([O:20][C:21]([CH3:24])([CH3:23])[CH3:22])=[O:19])[CH2:13][CH2:12]1.CCO. Product: [Cl:29][C:27]1[CH:26]=[N:25][C:8]2=[N:9][C:10]([N:11]3[CH2:17][CH2:16][CH2:15][N:14]([C:18]([O:20][C:21]([CH3:24])([CH3:23])[CH3:22])=[O:19])[CH2:13][CH2:12]3)=[C:5]([NH:2][NH2:3])[N:6]=[C:7]2[CH:28]=1. The catalyst class is: 28.